From a dataset of Full USPTO retrosynthesis dataset with 1.9M reactions from patents (1976-2016). Predict the reactants needed to synthesize the given product. (1) The reactants are: [CH3:1][N:2]([C:15]1[CH:20]=[CH:19][C:18]([C:21]([F:24])([F:23])[F:22])=[CH:17][CH:16]=1)[S:3]([C:6]1[CH:14]=[CH:13][C:9]([C:10](O)=[O:11])=[CH:8][CH:7]=1)(=[O:5])=[O:4].[N:25]1[CH:30]=[CH:29][CH:28]=[CH:27][C:26]=1[C:31]1[N:32]=[C:33]([NH2:36])[S:34][CH:35]=1. Given the product [CH3:1][N:2]([C:15]1[CH:20]=[CH:19][C:18]([C:21]([F:23])([F:22])[F:24])=[CH:17][CH:16]=1)[S:3]([C:6]1[CH:14]=[CH:13][C:9]([C:10]([NH:36][C:33]2[S:34][CH:35]=[C:31]([C:26]3[CH:27]=[CH:28][CH:29]=[CH:30][N:25]=3)[N:32]=2)=[O:11])=[CH:8][CH:7]=1)(=[O:4])=[O:5], predict the reactants needed to synthesize it. (2) Given the product [CH3:19][O:20][C:21](=[O:33])[CH2:22][C:23]1[C:31]2[C:26](=[N:27][CH:28]=[CH:29][CH:30]=2)[N:25]([CH2:35][C:36]2[CH:37]=[CH:38][C:39]([S:42]([CH2:45][CH3:46])(=[O:44])=[O:43])=[CH:40][CH:41]=2)[C:24]=1[CH3:32], predict the reactants needed to synthesize it. The reactants are: CCN(P1(N(C)CCCN1C)=NC(C)(C)C)CC.[CH3:19][O:20][C:21](=[O:33])[CH2:22][C:23]1[C:31]2[C:26](=[N:27][CH:28]=[CH:29][CH:30]=2)[NH:25][C:24]=1[CH3:32].Br[CH2:35][C:36]1[CH:41]=[CH:40][C:39]([S:42]([CH2:45][CH3:46])(=[O:44])=[O:43])=[CH:38][CH:37]=1. (3) Given the product [OH:35][C:34]1[N:1]=[C:2]2[CH:7]=[N:6][C:5]([N:8]3[CH2:9][CH2:10][N:11]([C:14]([O:16][C:17]([CH3:20])([CH3:19])[CH3:18])=[O:15])[CH2:12][CH2:13]3)=[CH:4][N:3]2[C:31](=[O:32])[CH:30]=1, predict the reactants needed to synthesize it. The reactants are: [NH2:1][C:2]1[N:3]=[CH:4][C:5]([N:8]2[CH2:13][CH2:12][N:11]([C:14]([O:16][C:17]([CH3:20])([CH3:19])[CH3:18])=[O:15])[CH2:10][CH2:9]2)=[N:6][CH:7]=1.ClC1C=C(Cl)C=C(Cl)C=1[C:30](C1C(Cl)=CC(Cl)=CC=1Cl)([C:34]([O-])=[O:35])[C:31]([O-])=[O:32]. (4) Given the product [CH2:1]([N:3]([CH2:14][C:15]1[NH:19][C:18]2[CH:20]=[CH:21][C:22]([C:24]([N:26]3[CH2:39][CH2:40][O:41][CH2:28][CH2:27]3)=[O:25])=[CH:23][C:17]=2[N:16]=1)[CH:4]1[C:13]2[N:12]=[CH:11][CH:10]=[CH:9][C:8]=2[CH2:7][CH2:6][CH2:5]1)[CH3:2], predict the reactants needed to synthesize it. The reactants are: [CH2:1]([N:3]([CH2:14][C:15]1[NH:19][C:18]2[CH:20]=[CH:21][C:22]([C:24]([NH:26][CH2:27][CH2:28]C3N=CNC=3)=[O:25])=[CH:23][C:17]=2[N:16]=1)[CH:4]1[C:13]2[N:12]=[CH:11][CH:10]=[CH:9][C:8]=2[CH2:7][CH2:6][CH2:5]1)[CH3:2].FC1[C:40]([O:41]C(C2C=CC3NC(CN(CC)C4C5N=CC=CC=5CCC4)=NC=3C=2)=O)=[C:39](F)C(F)=C(F)C=1F.N1CCOCC1. (5) Given the product [C:13]1([CH:19]2[O:24][CH2:23][CH2:22][N:21]([C:25]3[CH:26]=[CH:27][C:28]([O:31][C:2]4[N:3]=[C:4]([OH:12])[C:5]5[CH:11]=[CH:10][N:9]=[CH:8][C:6]=5[N:7]=4)=[CH:29][CH:30]=3)[CH2:20]2)[CH:14]=[CH:15][CH:16]=[CH:17][CH:18]=1, predict the reactants needed to synthesize it. The reactants are: Cl[C:2]1[N:3]=[C:4]([OH:12])[C:5]2[CH:11]=[CH:10][N:9]=[CH:8][C:6]=2[N:7]=1.[C:13]1([CH:19]2[O:24][CH2:23][CH2:22][N:21]([C:25]3[CH:30]=[CH:29][C:28]([OH:31])=[CH:27][CH:26]=3)[CH2:20]2)[CH:18]=[CH:17][CH:16]=[CH:15][CH:14]=1. (6) Given the product [C:38]([O:10][C:5]1[CH:6]=[CH:7][CH:8]=[CH:9][C:4]=1[N+:1]([O-:3])=[O:2])([O:40][CH2:41][C:42]1[CH:47]=[CH:46][CH:45]=[CH:44][CH:43]=1)=[O:39], predict the reactants needed to synthesize it. The reactants are: [N+:1]([C:4]1[CH:9]=[CH:8][CH:7]=[CH:6][C:5]=1[OH:10])([O-:3])=[O:2].C(O[C@@H](CCN[C:38]([O:40][CH2:41][C:42]1[CH:47]=[CH:46][CH:45]=[CH:44][CH:43]=1)=[O:39])C(=O)OC1C(F)=C(F)C(F)=C(F)C=1F)(=O)C1C=CC=CC=1.CCN(C(C)C)C(C)C.